From a dataset of Catalyst prediction with 721,799 reactions and 888 catalyst types from USPTO. Predict which catalyst facilitates the given reaction. (1) Reactant: [C:1]([C:4]1[C:9]([O:10]COC)=[CH:8][CH:7]=[C:6]([C:14]([CH3:16])=[CH2:15])[N:5]=1)([CH3:3])=[CH2:2].Cl. Product: [C:1]([C:4]1[C:9]([OH:10])=[CH:8][CH:7]=[C:6]([C:14]([CH3:16])=[CH2:15])[N:5]=1)([CH3:3])=[CH2:2]. The catalyst class is: 1. (2) Reactant: [Br:1][CH:2]([CH3:6])[C:3](Br)=[O:4].[N:7]([CH2:10][CH2:11][OH:12])=[N+:8]=[N-:9].Br.O. Product: [Br:1][CH:2]([CH3:6])[C:3]([O:12][CH2:11][CH2:10][N:7]=[N+:8]=[N-:9])=[O:4]. The catalyst class is: 347. (3) Reactant: ClC1C=CC2N3C(C(F)(F)F)=NN=C3[C@@H]([CH2:19][C:20]([OH:22])=[O:21])O[C@H](C3C=CC=C(OC)C=3Cl)C=2C=1.[CH2:33]([NH:40][C@@H:41]([C:43]1[CH:48]=[CH:47][CH:46]=[CH:45][CH:44]=1)[CH3:42])[C:34]1[CH:39]=[CH:38][CH:37]=[CH:36][CH:35]=1. Product: [CH2:33]([NH:40][C@@H:41]([C:43]1[CH:48]=[CH:47][CH:46]=[CH:45][CH:44]=1)[CH3:42])[C:34]1[CH:39]=[CH:38][CH:37]=[CH:36][CH:35]=1.[C:20]([OH:22])(=[O:21])[CH3:19]. The catalyst class is: 5. (4) Reactant: [O:1]=[C:2]([CH3:9])[CH2:3][C:4]([O:6][CH2:7][CH3:8])=[O:5].C(=O)([O-])[O-].[K+].[K+].Br[CH2:17][CH2:18]Br. Product: [C:2]([C:3]1([C:4]([O:6][CH2:7][CH3:8])=[O:5])[CH2:18][CH2:17]1)(=[O:1])[CH3:9]. The catalyst class is: 21. (5) The catalyst class is: 1. Reactant: [C:1]([C:6]1[CH:7]=[N:8][C:9]2[C:14]([C:15]=1[NH:16][C@H:17]1[CH2:22][CH2:21][C@H:20]([NH:23]C(=O)OC(C)(C)C)[CH2:19][CH2:18]1)=[CH:13][C:12]([C:31]1[CH:36]=[C:35]([O:37][CH3:38])[C:34]([OH:39])=[C:33]([Cl:40])[CH:32]=1)=[CH:11][CH:10]=2)(=[O:5])[CH2:2][CH2:3][CH3:4].O.Cl. Product: [NH2:23][C@H:20]1[CH2:21][CH2:22][C@H:17]([NH:16][C:15]2[C:14]3[C:9](=[CH:10][CH:11]=[C:12]([C:31]4[CH:36]=[C:35]([O:37][CH3:38])[C:34]([OH:39])=[C:33]([Cl:40])[CH:32]=4)[CH:13]=3)[N:8]=[CH:7][C:6]=2[C:1](=[O:5])[CH2:2][CH2:3][CH3:4])[CH2:18][CH2:19]1. (6) Reactant: [N:1]1[CH:6]=[CH:5][CH:4]=[CH:3][C:2]=1[NH:7][C:8](=[O:13])[C:9]([CH3:12])([CH3:11])[CH3:10].C([Li])CCC.CCCCCC.[CH3:25][C:26]1([CH3:33])[CH2:31][CH2:30][C:29](=[O:32])[CH2:28][CH2:27]1. Product: [OH:32][C:29]1([C:3]2[C:2]([NH:7][C:8](=[O:13])[C:9]([CH3:10])([CH3:12])[CH3:11])=[N:1][CH:6]=[CH:5][CH:4]=2)[CH2:30][CH2:31][C:26]([CH3:33])([CH3:25])[CH2:27][CH2:28]1. The catalyst class is: 7.